Dataset: Full USPTO retrosynthesis dataset with 1.9M reactions from patents (1976-2016). Task: Predict the reactants needed to synthesize the given product. (1) Given the product [Cl:11][C:10]1[CH:9]=[CH:8][C:4]([C:5]([OH:7])=[O:6])=[CH:3][C:2]=1[NH:1][C:9]1[CH2:8][CH2:4][CH2:3][C:15](=[O:16])[C:10]=1[C:2]#[N:1], predict the reactants needed to synthesize it. The reactants are: [NH2:1][C:2]1[CH:3]=[C:4]([CH:8]=[CH:9][C:10]=1[Cl:11])[C:5]([OH:7])=[O:6].C(Cl)Cl.[CH3:15][OH:16]. (2) Given the product [CH2:27]([O:26][C:24]([NH:23][CH2:22][CH2:21][O:20][C:17]1[CH:18]=[C:19]2[C:14]([C:13]([C:34]#[N:35])=[CH:12][N:11]2[C:8]2[CH:9]=[CH:10][C:5]([C:4]([OH:40])=[O:3])=[C:6]([OH:36])[CH:7]=2)=[CH:15][CH:16]=1)=[O:25])[C:28]1[CH:33]=[CH:32][CH:31]=[CH:30][CH:29]=1, predict the reactants needed to synthesize it. The reactants are: C([O:3][C:4](=[O:40])[C:5]1[CH:10]=[CH:9][C:8]([N:11]2[C:19]3[C:14](=[CH:15][CH:16]=[C:17]([O:20][CH2:21][CH2:22][NH:23][C:24]([O:26][CH2:27][C:28]4[CH:33]=[CH:32][CH:31]=[CH:30][CH:29]=4)=[O:25])[CH:18]=3)[C:13]([C:34]#[N:35])=[CH:12]2)=[CH:7][C:6]=1[O:36]COC)C.C(O)C.O.[OH-].[Li+].Cl. (3) Given the product [Cl:36][C:30]1[CH:29]=[C:28]([C:25]2[C:24]([CH3:37])=[N:23][N:22]([CH2:21][C:18]3[CH:19]=[N:20][C:10]([Cl:9])=[C:11]([CH2:12][OH:13])[CH:17]=3)[C:26]=2[CH3:27])[CH:33]=[CH:32][C:31]=1[C:34]#[N:35], predict the reactants needed to synthesize it. The reactants are: [BH4-].[Na+].[Cl-].[Ca+2].[Cl-].C(O)C.[Cl:9][C:10]1[N:20]=[CH:19][C:18]([CH2:21][N:22]2[C:26]([CH3:27])=[C:25]([C:28]3[CH:33]=[CH:32][C:31]([C:34]#[N:35])=[C:30]([Cl:36])[CH:29]=3)[C:24]([CH3:37])=[N:23]2)=[CH:17][C:11]=1[C:12](OCC)=[O:13]. (4) Given the product [CH2:1]([O:8][C:9]([C:11]1[CH:20]=[C:19]([O:21][CH2:22][C:23]2[CH:28]=[CH:27][CH:26]=[CH:25][CH:24]=2)[C:18]2[C:13](=[C:14]([NH2:29])[C:15]([I:30])=[CH:16][CH:17]=2)[N:12]=1)=[O:10])[C:2]1[CH:7]=[CH:6][CH:5]=[CH:4][CH:3]=1, predict the reactants needed to synthesize it. The reactants are: [CH2:1]([O:8][C:9]([C:11]1[CH:20]=[C:19]([O:21][CH2:22][C:23]2[CH:28]=[CH:27][CH:26]=[CH:25][CH:24]=2)[C:18]2[C:13](=[C:14]([NH2:29])[CH:15]=[CH:16][CH:17]=2)[N:12]=1)=[O:10])[C:2]1[CH:7]=[CH:6][CH:5]=[CH:4][CH:3]=1.[I:30]I. (5) Given the product [F:26][C:27]([F:36])([F:37])[O:28][C:29]1[CH:30]=[CH:31][C:32]([NH:35][C:21]([C:18]2[S:19][CH:20]=[C:16]([CH2:15][O:14][C:13]3[CH:12]=[CH:11][C:10]([CH2:9][CH2:8][CH2:7][CH2:6][N:1]4[CH:5]=[CH:4][N:3]=[N:2]4)=[CH:25][CH:24]=3)[N:17]=2)=[O:23])=[CH:33][CH:34]=1, predict the reactants needed to synthesize it. The reactants are: [N:1]1([CH2:6][CH2:7][CH2:8][CH2:9][C:10]2[CH:25]=[CH:24][C:13]([O:14][CH2:15][C:16]3[N:17]=[C:18]([C:21]([OH:23])=O)[S:19][CH:20]=3)=[CH:12][CH:11]=2)[CH:5]=[CH:4][N:3]=[N:2]1.[F:26][C:27]([F:37])([F:36])[O:28][C:29]1[CH:34]=[CH:33][C:32]([NH2:35])=[CH:31][CH:30]=1. (6) Given the product [CH:1]([N:4]1[C:8]2[CH:9]=[CH:10][CH:11]=[CH:12][C:7]=2[N:6]([CH2:21][C:22]2[N:26]([CH2:27][CH2:28][CH:29]([CH3:31])[CH3:30])[C:25]3[CH:32]=[CH:33][C:34]([C:36]#[N:37])=[CH:35][C:24]=3[N:23]=2)[C:5]1=[O:13])([CH3:3])[CH3:2], predict the reactants needed to synthesize it. The reactants are: [CH:1]([N:4]1[C:8]2[CH:9]=[CH:10][CH:11]=[CH:12][C:7]=2[NH:6][C:5]1=[O:13])([CH3:3])[CH3:2].C([O-])([O-])=O.[Cs+].[Cs+].Cl[CH2:21][C:22]1[N:26]([CH2:27][CH2:28][CH:29]([CH3:31])[CH3:30])[C:25]2[CH:32]=[CH:33][C:34]([C:36]#[N:37])=[CH:35][C:24]=2[N:23]=1. (7) Given the product [Cl:31][C:32]1[CH:40]=[C:39]([I:41])[C:35]2[O:36][CH2:37][O:38][C:34]=2[C:33]=1[NH:42][C:17]1[C:26]2[C:21](=[CH:22][C:23]([O:29][CH3:30])=[C:24]([O:27][CH3:28])[CH:25]=2)[N:20]=[CH:19][N:18]=1, predict the reactants needed to synthesize it. The reactants are: C[Si]([N-][Si](C)(C)C)(C)C.[Na+].O1CCCC1.Cl[C:17]1[C:26]2[C:21](=[CH:22][C:23]([O:29][CH3:30])=[C:24]([O:27][CH3:28])[CH:25]=2)[N:20]=[CH:19][N:18]=1.[Cl:31][C:32]1[CH:40]=[C:39]([I:41])[C:35]2[O:36][CH2:37][O:38][C:34]=2[C:33]=1[NH2:42].[Cl-].[NH4+].